This data is from Peptide-MHC class II binding affinity with 134,281 pairs from IEDB. The task is: Regression. Given a peptide amino acid sequence and an MHC pseudo amino acid sequence, predict their binding affinity value. This is MHC class II binding data. (1) The peptide sequence is ERRLFNLDVPESRR. The MHC is DRB1_1001 with pseudo-sequence DRB1_1001. The binding affinity (normalized) is 0.428. (2) The peptide sequence is NLEIDMIVDTISDFR. The MHC is HLA-DPA10201-DPB11401 with pseudo-sequence HLA-DPA10201-DPB11401. The binding affinity (normalized) is 0.0405. (3) The peptide sequence is LLVVAVGLRVVC. The MHC is DRB1_1302 with pseudo-sequence DRB1_1302. The binding affinity (normalized) is 0.419. (4) The peptide sequence is HGQLGGLHLMIGLAK. The MHC is DRB1_0401 with pseudo-sequence DRB1_0401. The binding affinity (normalized) is 0.351. (5) The peptide sequence is AATTAGTTVYGAFAA. The MHC is HLA-DQA10401-DQB10402 with pseudo-sequence HLA-DQA10401-DQB10402. The binding affinity (normalized) is 0.413.